Dataset: Catalyst prediction with 721,799 reactions and 888 catalyst types from USPTO. Task: Predict which catalyst facilitates the given reaction. (1) Reactant: Br[C:2]1[CH:12]=[C:11]([F:13])[CH:10]=[CH:9][C:3]=1[C:4]([O:6][CH2:7][CH3:8])=[O:5].[Cl:14][C:15]1[CH:16]=[C:17](B(O)O)[CH:18]=[CH:19][CH:20]=1.C(=O)([O-])[O-].[K+].[K+]. Product: [Cl:14][C:15]1[CH:20]=[C:19]([C:2]2[C:3]([C:4]([O:6][CH2:7][CH3:8])=[O:5])=[CH:9][CH:10]=[C:11]([F:13])[CH:12]=2)[CH:18]=[CH:17][CH:16]=1. The catalyst class is: 11. (2) The catalyst class is: 410. Product: [CH2:1]([C@H:8]([NH:48][C:69]([C@@H:68]([NH:67][C:65](=[O:66])[O:64][CH3:63])[C:72]([CH3:75])([CH3:74])[CH3:73])=[O:71])[C@@H:9]([OH:47])[CH2:10][C@@H:11]([NH:25][C:26](=[O:46])[C@@H:27]([N:32]1[CH2:36][CH2:35][N:34]([CH2:37][C:38]2[CH:43]=[CH:42][CH:41]=[C:40]([CH3:44])[N:39]=2)[C:33]1=[O:45])[C:28]([CH3:31])([CH3:30])[CH3:29])[CH2:12][C:13]1[CH:14]=[CH:15][C:16]([C:19]2[CH:24]=[CH:23][CH:22]=[CH:21][N:20]=2)=[CH:17][CH:18]=1)[C:2]1[CH:3]=[CH:4][CH:5]=[CH:6][CH:7]=1. Reactant: [CH2:1]([C@H:8]([NH:48]C(=O)OC(C)(C)C)[C@@H:9]([OH:47])[CH2:10][C@@H:11]([NH:25][C:26](=[O:46])[C@@H:27]([N:32]1[CH2:36][CH2:35][N:34]([CH2:37][C:38]2[CH:43]=[CH:42][CH:41]=[C:40]([CH3:44])[N:39]=2)[C:33]1=[O:45])[C:28]([CH3:31])([CH3:30])[CH3:29])[CH2:12][C:13]1[CH:18]=[CH:17][C:16]([C:19]2[CH:24]=[CH:23][CH:22]=[CH:21][N:20]=2)=[CH:15][CH:14]=1)[C:2]1[CH:7]=[CH:6][CH:5]=[CH:4][CH:3]=1.FC(F)(F)C(O)=O.[CH3:63][O:64][C:65]([NH:67][C@@H:68]([C:72]([CH3:75])([CH3:74])[CH3:73])[C:69]([OH:71])=O)=[O:66].CCOP(ON1N=NC2C=CC=CC=2C1=O)(OCC)=O.C(N(CC)C(C)C)(C)C. (3) Reactant: [OH:1][C:2]1[CH:7]=[CH:6][CH:5]=[CH:4][C:3]=1[CH2:8][CH2:9][OH:10].C(=O)([O-])[O-].[K+].[K+].[CH3:17][Si:18]([CH3:25])([CH3:24])[CH2:19][CH2:20][O:21][CH2:22]Cl. Product: [CH3:17][Si:18]([CH3:25])([CH3:24])[CH2:19][CH2:20][O:21][CH2:22][O:1][C:2]1[CH:7]=[CH:6][CH:5]=[CH:4][C:3]=1[CH2:8][CH2:9][OH:10]. The catalyst class is: 3. (4) Reactant: [CH3:1][C:2]1[C:3]([CH3:21])=[CH:4][C:5]2[N:14]([CH2:15]C=O)[C:13]3[C:8]([C:9](=[O:19])[NH:10][C:11](=[O:18])[N:12]=3)=[N:7][C:6]=2[CH:20]=1.[CH3:22][NH:23][CH2:24][C:25]([OH:27])=[O:26].[C:28](O)(=O)C.C([BH3-])#N.[Na+]. Product: [CH3:1][C:2]1[C:3]([CH3:21])=[CH:4][C:5]2[N:14]([CH2:15][CH2:22][N:23]([CH2:24][C:25]([OH:27])=[O:26])[CH3:28])[C:13]3[C:8]([C:9](=[O:19])[NH:10][C:11](=[O:18])[N:12]=3)=[N:7][C:6]=2[CH:20]=1. The catalyst class is: 24. (5) Reactant: [S:1]1[CH:5]=[CH:4][N:3]=[C:2]1[C:6]1[CH:7]=[C:8]2[C:12](=[CH:13][CH:14]=1)[CH:11](O)[CH2:10][CH2:9]2.Cl. Product: [CH2:9]1[C:8]2[C:12](=[CH:13][CH:14]=[C:6]([C:2]3[S:1][CH:5]=[CH:4][N:3]=3)[CH:7]=2)[CH:11]=[CH:10]1. The catalyst class is: 30. (6) Reactant: [CH2:1]([O:3][C:4](=[O:18])[CH2:5][C:6]([NH:8][C:9]([CH3:17])([CH3:16])[CH2:10][C:11]([O:13]CC)=O)=[O:7])[CH3:2]. Product: [CH3:17][C:9]1([CH3:16])[NH:8][C:6](=[O:7])[CH:5]([C:4]([O:3][CH2:1][CH3:2])=[O:18])[C:11](=[O:13])[CH2:10]1. The catalyst class is: 11.